Dataset: CYP2D6 inhibition data for predicting drug metabolism from PubChem BioAssay. Task: Regression/Classification. Given a drug SMILES string, predict its absorption, distribution, metabolism, or excretion properties. Task type varies by dataset: regression for continuous measurements (e.g., permeability, clearance, half-life) or binary classification for categorical outcomes (e.g., BBB penetration, CYP inhibition). Dataset: cyp2d6_veith. (1) The drug is CN1CCN(c2ncnc3ccc(-c4ccc(C(=O)N(C)C)cc4)cc23)CC1. The result is 0 (non-inhibitor). (2) The drug is CNCCCC12CCC(c3ccccc31)c1ccccc12.Cl. The result is 1 (inhibitor).